From a dataset of NCI-60 drug combinations with 297,098 pairs across 59 cell lines. Regression. Given two drug SMILES strings and cell line genomic features, predict the synergy score measuring deviation from expected non-interaction effect. (1) Drug 1: CNC(=O)C1=NC=CC(=C1)OC2=CC=C(C=C2)NC(=O)NC3=CC(=C(C=C3)Cl)C(F)(F)F. Drug 2: C(CCl)NC(=O)N(CCCl)N=O. Cell line: SF-539. Synergy scores: CSS=17.6, Synergy_ZIP=-4.46, Synergy_Bliss=-2.09, Synergy_Loewe=-0.412, Synergy_HSA=-0.258. (2) Drug 1: C1CCC(CC1)NC(=O)N(CCCl)N=O. Drug 2: C1=CN(C(=O)N=C1N)C2C(C(C(O2)CO)O)O.Cl. Cell line: OVCAR3. Synergy scores: CSS=35.6, Synergy_ZIP=-9.02, Synergy_Bliss=1.35, Synergy_Loewe=-30.0, Synergy_HSA=2.45. (3) Drug 1: COC1=C(C=C2C(=C1)N=CN=C2NC3=CC(=C(C=C3)F)Cl)OCCCN4CCOCC4. Drug 2: CC1C(C(CC(O1)OC2CC(CC3=C2C(=C4C(=C3O)C(=O)C5=C(C4=O)C(=CC=C5)OC)O)(C(=O)CO)O)N)O.Cl. Cell line: SK-MEL-28. Synergy scores: CSS=42.6, Synergy_ZIP=1.25, Synergy_Bliss=2.03, Synergy_Loewe=-15.8, Synergy_HSA=2.37. (4) Drug 2: C1C(C(OC1N2C=NC3=C(N=C(N=C32)Cl)N)CO)O. Synergy scores: CSS=20.6, Synergy_ZIP=-10.6, Synergy_Bliss=-11.1, Synergy_Loewe=-4.52, Synergy_HSA=-4.02. Cell line: U251. Drug 1: C1=CC(=CC=C1C#N)C(C2=CC=C(C=C2)C#N)N3C=NC=N3. (5) Drug 1: CS(=O)(=O)CCNCC1=CC=C(O1)C2=CC3=C(C=C2)N=CN=C3NC4=CC(=C(C=C4)OCC5=CC(=CC=C5)F)Cl. Drug 2: N.N.Cl[Pt+2]Cl. Cell line: T-47D. Synergy scores: CSS=26.2, Synergy_ZIP=-7.85, Synergy_Bliss=-2.78, Synergy_Loewe=0.0593, Synergy_HSA=0.839. (6) Drug 1: CC(C1=C(C=CC(=C1Cl)F)Cl)OC2=C(N=CC(=C2)C3=CN(N=C3)C4CCNCC4)N. Drug 2: CC1CCC2CC(C(=CC=CC=CC(CC(C(=O)C(C(C(=CC(C(=O)CC(OC(=O)C3CCCCN3C(=O)C(=O)C1(O2)O)C(C)CC4CCC(C(C4)OC)O)C)C)O)OC)C)C)C)OC. Cell line: SK-MEL-5. Synergy scores: CSS=17.9, Synergy_ZIP=4.27, Synergy_Bliss=2.70, Synergy_Loewe=-20.5, Synergy_HSA=-1.95. (7) Drug 1: C1=NC(=NC(=O)N1C2C(C(C(O2)CO)O)O)N. Drug 2: CC1C(C(CC(O1)OC2CC(CC3=C2C(=C4C(=C3O)C(=O)C5=CC=CC=C5C4=O)O)(C(=O)C)O)N)O. Cell line: IGROV1. Synergy scores: CSS=51.0, Synergy_ZIP=-1.42, Synergy_Bliss=0.0840, Synergy_Loewe=-19.6, Synergy_HSA=1.89.